This data is from Retrosynthesis with 50K atom-mapped reactions and 10 reaction types from USPTO. The task is: Predict the reactants needed to synthesize the given product. (1) Given the product Cc1ccc(C)n1CCNC(=O)CN1CCCC1=O, predict the reactants needed to synthesize it. The reactants are: Cc1ccc(C)n1CCN.O=C(O)CN1CCCC1=O. (2) Given the product CC(C)(C)c1nc(-c2cccc(NS(=O)(=O)c3cccs3)c2F)c(-c2ccnc(N)n2)s1, predict the reactants needed to synthesize it. The reactants are: CC(C)(C)c1nc(-c2cccc(N)c2F)c(-c2ccnc(N)n2)s1.O=S(=O)(Cl)c1cccs1. (3) Given the product NC1Cc2ccccc2N(c2ccccc2)C1, predict the reactants needed to synthesize it. The reactants are: CC(C)(C)OC(=O)NC1Cc2ccccc2N(c2ccccc2)C1.